Dataset: Catalyst prediction with 721,799 reactions and 888 catalyst types from USPTO. Task: Predict which catalyst facilitates the given reaction. (1) Reactant: [Br:1][C:2]1[C:3]([CH3:11])=[C:4]([CH:8]=[CH:9][CH:10]=1)[C:5](O)=[O:6].C(Cl)CCl.C1C=[N:20]C2N(O)N=NC=2C=1.[Cl-].[NH4+].C(N(C(C)C)CC)(C)C. Product: [Br:1][C:2]1[C:3]([CH3:11])=[C:4]([CH:8]=[CH:9][CH:10]=1)[C:5]([NH2:20])=[O:6]. The catalyst class is: 18. (2) Reactant: [Mg].Br[C:3]1[CH:4]=[C:5]([CH3:9])[CH:6]=[CH:7][CH:8]=1.[CH2:10]([N:17]1[CH2:22][CH2:21][C:20](=[O:23])[CH2:19][CH2:18]1)[C:11]1[CH:16]=[CH:15][CH:14]=[CH:13][CH:12]=1. Product: [CH2:10]([N:17]1[CH2:22][CH2:21][C:20]([C:3]2[CH:8]=[CH:7][CH:6]=[C:5]([CH3:9])[CH:4]=2)([OH:23])[CH2:19][CH2:18]1)[C:11]1[CH:12]=[CH:13][CH:14]=[CH:15][CH:16]=1. The catalyst class is: 1. (3) Reactant: [Cl:1][C:2]1[C:3]([CH3:27])=[CH:4][C:5]([N+:24]([O-])=O)=[C:6]([NH:8][CH:9]2[CH2:14][CH2:13][N:12]([C@H:15]3[CH2:20][CH2:19][C@H:18]([O:21][CH2:22][CH3:23])[CH2:17][CH2:16]3)[CH2:11][CH2:10]2)[CH:7]=1.O.NN. Product: [Cl:1][C:2]1[CH:7]=[C:6]([NH:8][CH:9]2[CH2:14][CH2:13][N:12]([C@H:15]3[CH2:20][CH2:19][C@H:18]([O:21][CH2:22][CH3:23])[CH2:17][CH2:16]3)[CH2:11][CH2:10]2)[C:5]([NH2:24])=[CH:4][C:3]=1[CH3:27]. The catalyst class is: 171. (4) Reactant: Cl[CH2:2][C:3]([NH:5][C:6]1[CH:11]=[CH:10][C:9]([N:12]2[C:16]([CH:17]3[CH2:19][CH2:18]3)=[CH:15][C:14]([C:20]([F:23])([F:22])[F:21])=[N:13]2)=[CH:8][CH:7]=1)=[O:4].[NH:24]1[C:28]2[CH:29]=[CH:30][CH:31]=[CH:32][C:27]=2[N:26]=[N:25]1.[H-].[Na+].O. Product: [N:24]1[N:25]([CH2:2][C:3]([NH:5][C:6]2[CH:11]=[CH:10][C:9]([N:12]3[C:16]([CH:17]4[CH2:19][CH2:18]4)=[CH:15][C:14]([C:20]([F:23])([F:22])[F:21])=[N:13]3)=[CH:8][CH:7]=2)=[O:4])[N:26]=[C:27]2[CH:32]=[CH:31][CH:30]=[CH:29][C:28]=12. The catalyst class is: 31. (5) Reactant: [CH:1]([N:14]1[CH2:17][CH:16]([OH:18])[CH2:15]1)([C:8]1[CH:13]=[CH:12][CH:11]=[CH:10][CH:9]=1)[C:2]1[CH:7]=[CH:6][CH:5]=[CH:4][CH:3]=1.[CH3:19][S:20](Cl)(=[O:22])=[O:21].O. Product: [CH3:19][S:20]([O:18][CH:16]1[CH2:17][N:14]([CH:1]([C:8]2[CH:13]=[CH:12][CH:11]=[CH:10][CH:9]=2)[C:2]2[CH:3]=[CH:4][CH:5]=[CH:6][CH:7]=2)[CH2:15]1)(=[O:22])=[O:21]. The catalyst class is: 2. (6) Reactant: F[C:2]1[C:3]([CH3:22])=[N:4][C:5]2[C:10]([N:11]=1)=[C:9]([C:12]1[NH:20][C:19]3[CH2:18][CH2:17][NH:16][C:15](=[O:21])[C:14]=3[CH:13]=1)[CH:8]=[CH:7][CH:6]=2.[CH3:23][N:24]1[CH2:27][CH:26]([NH2:28])[CH2:25]1. Product: [CH3:22][C:3]1[C:2]([NH:28][CH:26]2[CH2:27][N:24]([CH3:23])[CH2:25]2)=[N:11][C:10]2[C:5](=[CH:6][CH:7]=[CH:8][C:9]=2[C:12]2[NH:20][C:19]3[CH2:18][CH2:17][NH:16][C:15](=[O:21])[C:14]=3[CH:13]=2)[N:4]=1. The catalyst class is: 16.